Dataset: Peptide-MHC class II binding affinity with 134,281 pairs from IEDB. Task: Regression. Given a peptide amino acid sequence and an MHC pseudo amino acid sequence, predict their binding affinity value. This is MHC class II binding data. (1) The peptide sequence is MASSSSVLLVVALFA. The MHC is HLA-DQA10301-DQB10302 with pseudo-sequence HLA-DQA10301-DQB10302. The binding affinity (normalized) is 0.266. (2) The peptide sequence is WLGARYLEFEALGFLKK. The MHC is DRB3_0101 with pseudo-sequence DRB3_0101. The binding affinity (normalized) is 0.683.